From a dataset of Full USPTO retrosynthesis dataset with 1.9M reactions from patents (1976-2016). Predict the reactants needed to synthesize the given product. (1) Given the product [CH2:28]([NH:27][C:25]([NH:24][C:22]1[S:23][C:17]2[CH2:16][NH:15][CH2:20][CH2:19][C:18]=2[N:21]=1)=[O:26])[CH:29]=[CH2:30], predict the reactants needed to synthesize it. The reactants are: C(O)(C(F)(F)F)=O.C(OC([N:15]1[CH2:20][CH2:19][C:18]2[N:21]=[C:22]([NH:24][C:25]([NH:27][CH2:28][CH:29]=[CH2:30])=[O:26])[S:23][C:17]=2[CH2:16]1)=O)(C)(C)C. (2) Given the product [N:1]1[C:10]2[C:5](=[CH:6][CH:7]=[CH:8][CH:9]=2)[CH:4]=[C:3]([CH2:15][OH:16])[CH:2]=1, predict the reactants needed to synthesize it. The reactants are: [N:1]1[C:10]2[C:5](=[CH:6][CH:7]=[CH:8][CH:9]=2)[C:4](C=O)=[CH:3][CH:2]=1.C1C[O:16][CH2:15]C1.[BH4-].[Na+].N1C2C(=CC=CC=2)C(CO)=CC=1. (3) Given the product [Br:1][C:2]1[CH:3]=[C:4]([C:8]2([C:11]([O:13][CH3:15])=[O:12])[CH2:10][CH2:9]2)[CH:5]=[CH:6][CH:7]=1, predict the reactants needed to synthesize it. The reactants are: [Br:1][C:2]1[CH:3]=[C:4]([C:8]2([C:11]([OH:13])=[O:12])[CH2:10][CH2:9]2)[CH:5]=[CH:6][CH:7]=1.Cl.[CH3:15]O. (4) Given the product [F:1][C:2]1[CH:7]=[C:6]([F:8])[CH:5]=[CH:4][C:3]=1[C:9]1[CH:14]=[CH:13][C:12]([S:15]([NH:18][C:19]2[CH:24]=[CH:23][CH:22]=[C:21]([CH:25]([NH:29][CH3:28])[CH2:27][OH:26])[CH:20]=2)(=[O:17])=[O:16])=[CH:11][CH:10]=1, predict the reactants needed to synthesize it. The reactants are: [F:1][C:2]1[CH:7]=[C:6]([F:8])[CH:5]=[CH:4][C:3]=1[C:9]1[CH:14]=[CH:13][C:12]([S:15]([NH:18][C:19]2[CH:24]=[CH:23][CH:22]=[C:21]([CH:25]3[CH2:27][O:26]3)[CH:20]=2)(=[O:17])=[O:16])=[CH:11][CH:10]=1.[CH3:28][NH2:29]. (5) Given the product [C:20]([C:24]1[CH:25]=[CH:26][C:27]([NH:28][C:35](=[O:34])[C:2]2[CH:7]=[CH:6][C:5]([C:8]3[CH:12]=[CH:11][O:10][N:9]=3)=[CH:4][CH:3]=2)=[CH:29][CH:30]=1)([CH3:23])([CH3:21])[CH3:22], predict the reactants needed to synthesize it. The reactants are: Br[C:2]1[CH:7]=[CH:6][C:5]([C:8]2[CH:12]=[CH:11][O:10][N:9]=2)=[CH:4][CH:3]=1.C(N(CC)CC)C.[C:20]([C:24]1[CH:30]=[CH:29][C:27]([NH2:28])=[CH:26][CH:25]=1)([CH3:23])([CH3:22])[CH3:21].C(Cl)Cl.[O:34]1CCC[CH2:35]1.